This data is from Merck oncology drug combination screen with 23,052 pairs across 39 cell lines. The task is: Regression. Given two drug SMILES strings and cell line genomic features, predict the synergy score measuring deviation from expected non-interaction effect. (1) Cell line: NCIH520. Drug 2: COc1cccc2c1C(=O)c1c(O)c3c(c(O)c1C2=O)CC(O)(C(=O)CO)CC3OC1CC(N)C(O)C(C)O1. Drug 1: O=S1(=O)NC2(CN1CC(F)(F)F)C1CCC2Cc2cc(C=CCN3CCC(C(F)(F)F)CC3)ccc2C1. Synergy scores: synergy=-8.36. (2) Drug 1: O=S1(=O)NC2(CN1CC(F)(F)F)C1CCC2Cc2cc(C=CCN3CCC(C(F)(F)F)CC3)ccc2C1. Drug 2: CN(C)C(=N)N=C(N)N. Cell line: EFM192B. Synergy scores: synergy=8.21. (3) Drug 1: Cc1nc(Nc2ncc(C(=O)Nc3c(C)cccc3Cl)s2)cc(N2CCN(CCO)CC2)n1. Drug 2: CC1(c2nc3c(C(N)=O)cccc3[nH]2)CCCN1. Cell line: OCUBM. Synergy scores: synergy=-0.923. (4) Drug 1: CN(Cc1cnc2nc(N)nc(N)c2n1)c1ccc(C(=O)NC(CCC(=O)O)C(=O)O)cc1. Drug 2: Cc1nc(Nc2ncc(C(=O)Nc3c(C)cccc3Cl)s2)cc(N2CCN(CCO)CC2)n1. Cell line: RPMI7951. Synergy scores: synergy=-24.5. (5) Cell line: A2780. Drug 2: CNC(=O)c1cc(Oc2ccc(NC(=O)Nc3ccc(Cl)c(C(F)(F)F)c3)cc2)ccn1. Drug 1: CC(C)CC(NC(=O)C(Cc1ccccc1)NC(=O)c1cnccn1)B(O)O. Synergy scores: synergy=-9.62. (6) Drug 1: O=S1(=O)NC2(CN1CC(F)(F)F)C1CCC2Cc2cc(C=CCN3CCC(C(F)(F)F)CC3)ccc2C1. Drug 2: CCC1(O)C(=O)OCc2c1cc1n(c2=O)Cc2cc3c(CN(C)C)c(O)ccc3nc2-1. Cell line: A427. Synergy scores: synergy=7.18.